Dataset: Reaction yield outcomes from USPTO patents with 853,638 reactions. Task: Predict the reaction yield, written as a fraction of the theoretical maximum amount of product (1.0 means a 100% yield; for example, 0.34 means a 34% yield). (1) The reactants are [OH:1][N:2]1[C:7]([C:8]([OH:10])=[O:9])=[CH:6][CH:5]=[CH:4][C:3]1=[O:11].C(=O)([O-])[O-].[K+].[K+].[CH2:18](Cl)[C:19]1[CH:24]=[CH:23][CH:22]=[CH:21][CH:20]=1. The catalyst is CO. The product is [CH2:18]([O:1][N:2]1[C:7]([C:8]([OH:10])=[O:9])=[CH:6][CH:5]=[CH:4][C:3]1=[O:11])[C:19]1[CH:24]=[CH:23][CH:22]=[CH:21][CH:20]=1. The yield is 0.910. (2) The reactants are Cl[C:2]1[N:11]=[C:10]([NH:12][CH2:13][CH:14]([C:21]2[CH:26]=[CH:25][N:24]=[CH:23][CH:22]=2)[C:15]2[CH:20]=[CH:19][N:18]=[CH:17][CH:16]=2)[C:9]2[C:4](=[CH:5][CH:6]=[CH:7][CH:8]=2)[N:3]=1.[CH3:27][C:28]1[CH:33]=[C:32]([NH:34][S:35]([CH3:38])(=[O:37])=[O:36])[CH:31]=[CH:30][C:29]=1B(O)O.C1(C(C2C=CC=CN=2)CNC2C3C(=CC=CC=3)N=C(C3C=CC(NS(C)(=O)=O)=CC=3)N=2)C=CC=CC=1. The catalyst is C(Cl)(Cl)Cl.CO. The product is [N:18]1[CH:19]=[CH:20][C:15]([CH:14]([C:21]2[CH:26]=[CH:25][N:24]=[CH:23][CH:22]=2)[CH2:13][NH:12][C:10]2[C:9]3[C:4](=[CH:5][CH:6]=[CH:7][CH:8]=3)[N:3]=[C:2]([C:29]3[CH:30]=[CH:31][C:32]([NH:34][S:35]([CH3:38])(=[O:36])=[O:37])=[CH:33][C:28]=3[CH3:27])[N:11]=2)=[CH:16][CH:17]=1. The yield is 0.320.